This data is from Full USPTO retrosynthesis dataset with 1.9M reactions from patents (1976-2016). The task is: Predict the reactants needed to synthesize the given product. (1) The reactants are: C=[C:2]1[CH2:6][CH2:5][CH:4]([C:7]([O:9][CH3:10])=[O:8])[CH2:3]1.[O:11]=[O+][O-].C1(P(C2C=CC=CC=2)C2C=CC=CC=2)C=CC=CC=1. Given the product [O:11]=[C:2]1[CH2:6][CH2:5][CH:4]([C:7]([O:9][CH3:10])=[O:8])[CH2:3]1, predict the reactants needed to synthesize it. (2) Given the product [Br:10][C:11]1[O:19][C:18]2[CH:17]=[CH:16][N:15]([C:20]3[CH:21]=[C:22]4[C:26](=[CH:27][CH:28]=3)[N:25]([CH2:3][CH2:4][N:5]3[CH2:9][CH2:8][CH2:7][CH2:6]3)[N:24]=[CH:23]4)[C:14](=[O:29])[C:13]=2[CH:12]=1, predict the reactants needed to synthesize it. The reactants are: Cl.Cl[CH2:3][CH2:4][N:5]1[CH2:9][CH2:8][CH2:7][CH2:6]1.[Br:10][C:11]1[O:19][C:18]2[CH:17]=[CH:16][N:15]([C:20]3[CH:21]=[C:22]4[C:26](=[CH:27][CH:28]=3)[NH:25][N:24]=[CH:23]4)[C:14](=[O:29])[C:13]=2[CH:12]=1.C([O-])([O-])=O.[Cs+].[Cs+].O. (3) Given the product [Cl:1][C:2]1[CH:10]=[CH:9][CH:8]=[C:7]2[C:3]=1[C:4]([CH3:12])([CH3:11])[CH2:5][N:6]2[C:39](=[O:40])[CH2:38][C:33]1[NH:34][C:35](=[O:37])[CH:36]=[C:31]([N:25]2[CH2:26][CH2:27][O:28][CH2:29][CH2:30]2)[N:32]=1, predict the reactants needed to synthesize it. The reactants are: [Cl:1][C:2]1[CH:10]=[CH:9][CH:8]=[C:7]2[C:3]=1[C:4]([CH3:12])([CH3:11])[CH2:5][NH:6]2.Cl.CN(C)CCCN=C=NCC.[N:25]1([C:31]2[N:32]=[C:33]([CH2:38][C:39]([O-])=[O:40])[NH:34][C:35](=[O:37])[CH:36]=2)[CH2:30][CH2:29][O:28][CH2:27][CH2:26]1.[Na+].O. (4) Given the product [Br:2][CH2:3][CH2:4][NH:5][C:8](=[O:9])[O:10][C:11]([CH3:14])([CH3:13])[CH3:12], predict the reactants needed to synthesize it. The reactants are: Br.[Br:2][CH2:3][CH2:4][NH2:5].[OH-].[Na+].[C:8](O[C:8]([O:10][C:11]([CH3:14])([CH3:13])[CH3:12])=[O:9])([O:10][C:11]([CH3:14])([CH3:13])[CH3:12])=[O:9]. (5) Given the product [CH2:7]([C:9]1[CH:10]=[CH:11][C:12]([S:15]([OH:18])(=[O:16])=[O:17])=[CH:13][CH:14]=1)[CH3:8].[CH2:7]([O:5][C:4](=[O:6])[C@H:2]([CH3:3])[NH2:1])[CH3:8], predict the reactants needed to synthesize it. The reactants are: [NH2:1][C@H:2]([C:4]([OH:6])=[O:5])[CH3:3].[CH2:7]([C:9]1[CH:14]=[CH:13][C:12]([S:15]([OH:18])(=[O:17])=[O:16])=[CH:11][CH:10]=1)[CH3:8].